From a dataset of M1 muscarinic receptor antagonist screen with 61,756 compounds. Binary Classification. Given a drug SMILES string, predict its activity (active/inactive) in a high-throughput screening assay against a specified biological target. (1) The drug is o1nc(nc1c1cc(cc(c1)C)C)c1cc(OC)c(OC)cc1. The result is 1 (active). (2) The compound is S(=O)(=O)(N1CC(CCC1)C(=O)NCc1sccc1)c1cc2OCOc2cc1. The result is 0 (inactive). (3) The drug is S1\C(N(CC(=O)NC2CCCCC2)C(=O)C1)=C/C(OCC)=O. The result is 0 (inactive). (4) The drug is Clc1ccc(Cn2nnc3c2ncn(C(C)C(OC)=O)c3=O)cc1. The result is 0 (inactive). (5) The molecule is O1C(N2CCN(CC2)c2cc(OC)ccc2)c2c(C1=O)cccc2. The result is 0 (inactive). (6) The compound is OC(CN1CCc2c(C1)cccc2)COc1cc2oc(=O)cc(c2cc1)C. The result is 0 (inactive). (7) The molecule is S(=O)(=O)(NCC(=O)N(CC(=O)NC(CC)(C)C)c1cc2OCCOc2cc1)c1ccc(cc1)C. The result is 0 (inactive).